Dataset: Peptide-MHC class II binding affinity with 134,281 pairs from IEDB. Task: Regression. Given a peptide amino acid sequence and an MHC pseudo amino acid sequence, predict their binding affinity value. This is MHC class II binding data. (1) The peptide sequence is GHLQIVDKIDAAFKI. The binding affinity (normalized) is 0.422. The MHC is DRB1_1101 with pseudo-sequence DRB1_1101. (2) The peptide sequence is KDGRRIVVPCREQDE. The MHC is DRB3_0301 with pseudo-sequence DRB3_0301. The binding affinity (normalized) is 0.